This data is from Reaction yield outcomes from USPTO patents with 853,638 reactions. The task is: Predict the reaction yield, written as a fraction of the theoretical maximum amount of product (1.0 means a 100% yield; for example, 0.34 means a 34% yield). (1) The reactants are [CH3:1][O:2][C:3](=[O:21])[CH:4]([C:11]1[CH:16]=[CH:15][C:14](Cl)=[C:13]([N+:18]([O-:20])=[O:19])[CH:12]=1)[CH2:5][CH:6]1[CH2:10][CH2:9][CH2:8][CH2:7]1.[CH3:22][S:23]([O-:25])=[O:24].[Na+].C(OCC)(=O)C.O. The catalyst is CS(C)=O. The product is [CH3:1][O:2][C:3](=[O:21])[CH:4]([C:11]1[CH:16]=[CH:15][C:14]([S:23]([CH3:22])(=[O:25])=[O:24])=[C:13]([N+:18]([O-:20])=[O:19])[CH:12]=1)[CH2:5][CH:6]1[CH2:10][CH2:9][CH2:8][CH2:7]1. The yield is 0.840. (2) The reactants are [F:1][C:2]([F:11])([F:10])[C:3]([CH3:9])([CH3:8])[CH2:4][C:5](O)=[O:6].S(Cl)(Cl)=O.[NH4+:16].[OH-].[Na+].[Cl-]. The catalyst is C1COCC1. The product is [F:1][C:2]([F:11])([F:10])[C:3]([CH3:9])([CH3:8])[CH2:4][C:5]([NH2:16])=[O:6]. The yield is 0.400. (3) The reactants are Cl[CH2:2][C:3]1[CH:8]=[CH:7][C:6]([S:9]([NH:12][C@@H:13]([C:15]2[N:19]([CH2:20][CH3:21])[C:18]3[CH:22]=[C:23]([C:26]([F:29])([F:28])[F:27])[CH:24]=[CH:25][C:17]=3[N:16]=2)[CH3:14])(=[O:11])=[O:10])=[CH:5][CH:4]=1.[C:30](#[N:32])C.[F-].C([N+](CCCC)(CCCC)CCCC)CCC. No catalyst specified. The product is [C:30]([CH2:2][C:3]1[CH:8]=[CH:7][C:6]([S:9]([NH:12][C@@H:13]([C:15]2[N:19]([CH2:20][CH3:21])[C:18]3[CH:22]=[C:23]([C:26]([F:29])([F:28])[F:27])[CH:24]=[CH:25][C:17]=3[N:16]=2)[CH3:14])(=[O:11])=[O:10])=[CH:5][CH:4]=1)#[N:32]. The yield is 0.935. (4) The reactants are [OH-].[K+].C(=O)(OC)[O:4][C:5]1[CH:10]=[C:9]([N+:11]([O-:13])=[O:12])[C:8]([C:14]([CH3:17])([CH3:16])[CH3:15])=[CH:7][C:6]=1[Cl:18].Cl. The catalyst is CO. The product is [C:14]([C:8]1[C:9]([N+:11]([O-:13])=[O:12])=[CH:10][C:5]([OH:4])=[C:6]([Cl:18])[CH:7]=1)([CH3:17])([CH3:15])[CH3:16]. The yield is 0.680. (5) The reactants are [CH3:1][O:2][C:3]([NH:5][C@H:6]([C:8]([OH:10])=O)[CH3:7])=[O:4].CN(C(ON1N=NC2C=CC=NC1=2)=[N+](C)C)C.F[P-](F)(F)(F)(F)F.[CH2:35]1[C:39]2([O:44][CH2:43][CH2:42][CH2:41][O:40]2)[CH2:38][C@@H:37]([C:45]2[NH:46][CH:47]=[C:48]([C:50]3[CH:55]=[CH:54][C:53]([C:56]4[CH:61]=[CH:60][C:59]([C:62]5[N:63]=[C:64]([C@@H:67]6[CH2:71][CH2:70][CH2:69][N:68]6[C:72]([C@@H:74]([NH:78][C:79](=[O:82])[O:80][CH3:81])[CH:75]([CH3:77])[CH3:76])=[O:73])[NH:65][CH:66]=5)=[CH:58][CH:57]=4)=[CH:52][CH:51]=3)[N:49]=2)[NH:36]1. The catalyst is CN(C=O)C. The product is [CH3:7][C@H:6]([NH:5][C:3](=[O:4])[O:2][CH3:1])[C:8]([N:36]1[C@H:37]([C:45]2[NH:46][CH:47]=[C:48]([C:50]3[CH:51]=[CH:52][C:53]([C:56]4[CH:61]=[CH:60][C:59]([C:62]5[N:63]=[C:64]([C@@H:67]6[CH2:71][CH2:70][CH2:69][N:68]6[C:72](=[O:73])[C@@H:74]([NH:78][C:79]([O:80][CH3:81])=[O:82])[CH:75]([CH3:77])[CH3:76])[NH:65][CH:66]=5)=[CH:58][CH:57]=4)=[CH:54][CH:55]=3)[N:49]=2)[CH2:38][C:39]2([O:44][CH2:43][CH2:42][CH2:41][O:40]2)[CH2:35]1)=[O:10]. The yield is 0.290. (6) The reactants are [CH3:1][NH:2][CH:3]1[CH2:7][CH2:6][N:5]([C:8]2[C:13]([CH:14]3[CH2:17][N:16]([C:18]4[CH:27]=[CH:26][C:25]5[C:20](=[CH:21][CH:22]=[CH:23][CH:24]=5)[N:19]=4)[CH2:15]3)=[N:12][CH:11]=[CH:10][N:9]=2)[CH2:4]1.N1C=CC=CC=1.N1(C2C=CN=CC=2)CCCC1.[C:45](Cl)(=[O:48])[O:46][CH3:47]. The catalyst is C(Cl)Cl. The product is [CH3:1][N:2]([CH:3]1[CH2:7][CH2:6][N:5]([C:8]2[C:13]([CH:14]3[CH2:17][N:16]([C:18]4[CH:27]=[CH:26][C:25]5[C:20](=[CH:21][CH:22]=[CH:23][CH:24]=5)[N:19]=4)[CH2:15]3)=[N:12][CH:11]=[CH:10][N:9]=2)[CH2:4]1)[C:45](=[O:48])[O:46][CH3:47]. The yield is 0.265.